From a dataset of Full USPTO retrosynthesis dataset with 1.9M reactions from patents (1976-2016). Predict the reactants needed to synthesize the given product. (1) Given the product [CH3:1][N:2]1[CH:6]2[CH2:5][CH2:4][CH:3]1[CH2:9][CH:8]([O:10][S:19]([CH3:18])(=[O:21])=[O:20])[CH2:7]2, predict the reactants needed to synthesize it. The reactants are: [CH3:1][N:2]1[CH:6]2[CH2:7][CH:8]([OH:10])[CH2:9][CH:3]1[CH2:4][CH2:5]2.C(N(CC)CC)C.[CH3:18][S:19](Cl)(=[O:21])=[O:20]. (2) Given the product [N:1]1([C:6]2[CH:11]=[CH:10][C:9]([C:12]([F:13])([F:14])[F:15])=[CH:8][C:7]=2[CH2:16][N:17]2[CH2:18][CH2:19][NH:20][CH2:21][CH2:22]2)[CH2:2][CH2:3][CH2:4][CH2:5]1, predict the reactants needed to synthesize it. The reactants are: [N:1]1([C:6]2[CH:11]=[CH:10][C:9]([C:12]([F:15])([F:14])[F:13])=[CH:8][C:7]=2[CH2:16][N:17]2[CH2:22][CH2:21][N:20](C(OC(C)(C)C)=O)[CH2:19][CH2:18]2)[CH2:5][CH2:4][CH2:3][CH2:2]1.FC(F)(F)C(O)=O. (3) Given the product [NH2:1][C:2]1[C:11]2[N:12]=[C:13]([CH2:24][O:25][CH2:26][CH3:27])[N:14]([CH2:15][C:16]([NH:19][S:20]([CH3:23])(=[O:22])=[O:21])([CH3:18])[CH3:17])[C:10]=2[C:9]2[CH:8]=[CH:7][C:6]([OH:28])=[CH:5][C:4]=2[N:3]=1, predict the reactants needed to synthesize it. The reactants are: [NH2:1][C:2]1[C:11]2[N:12]=[C:13]([CH2:24][O:25][CH2:26][CH3:27])[N:14]([CH2:15][C:16]([NH:19][S:20]([CH3:23])(=[O:22])=[O:21])([CH3:18])[CH3:17])[C:10]=2[C:9]2[CH:8]=[CH:7][C:6]([O:28]CC3C=CC=CC=3)=[CH:5][C:4]=2[N:3]=1.C(OC1C=CC2C3N(CC(C)C)C(CCC)=NC=3C(N)=NC=2C=1)C1C=CC=CC=1. (4) The reactants are: [N:1]1[CH:6]=[CH:5][CH:4]=[C:3]([CH2:7][CH2:8][NH:9][C:10]([C:12]2[N:13]([CH:32]([CH3:34])[CH3:33])[C:14]([CH2:30]O)=[C:15]([C:23]3[CH:28]=[CH:27][C:26]([F:29])=[CH:25][CH:24]=3)[C:16]=2[C:17]2[CH:22]=[CH:21][CH:20]=[CH:19][CH:18]=2)=[O:11])[CH:2]=1.[BrH:35].[C:36]1([P:42]([C:49]2[CH:54]=[CH:53][CH:52]=[CH:51][CH:50]=2)[C:43]2[CH:48]=[CH:47][CH:46]=[CH:45][CH:44]=2)[CH:41]=[CH:40][CH:39]=[CH:38][CH:37]=1. Given the product [Br-:35].[F:29][C:26]1[CH:27]=[CH:28][C:23]([C:15]2[C:16]([C:17]3[CH:18]=[CH:19][CH:20]=[CH:21][CH:22]=3)=[C:12]([C:10](=[O:11])[NH:9][CH2:8][CH2:7][C:3]3[CH:2]=[N:1][CH:6]=[CH:5][CH:4]=3)[N:13]([CH:32]([CH3:33])[CH3:34])[C:14]=2[CH2:30][P+:42]([C:36]2[CH:37]=[CH:38][CH:39]=[CH:40][CH:41]=2)([C:43]2[CH:48]=[CH:47][CH:46]=[CH:45][CH:44]=2)[C:49]2[CH:50]=[CH:51][CH:52]=[CH:53][CH:54]=2)=[CH:24][CH:25]=1, predict the reactants needed to synthesize it. (5) Given the product [Cl:1][C:2]1[CH:23]=[CH:22][C:5]([CH2:6][N:7]([C:8]2[CH:9]=[C:10]3[C:14](=[CH:15][CH:16]=2)[C:13](=[O:17])[N:12]([CH:18]([CH3:20])[CH3:19])[C:11]3=[O:21])[S:36]([C:34]2[N:33]=[CH:32][N:31]([CH3:30])[CH:35]=2)(=[O:38])=[O:37])=[CH:4][CH:3]=1, predict the reactants needed to synthesize it. The reactants are: [Cl:1][C:2]1[CH:23]=[CH:22][C:5]([CH2:6][NH:7][C:8]2[CH:9]=[C:10]3[C:14](=[CH:15][CH:16]=2)[C:13](=[O:17])[N:12]([CH:18]([CH3:20])[CH3:19])[C:11]3=[O:21])=[CH:4][CH:3]=1.N1C=CC=CC=1.[CH3:30][N:31]1[CH:35]=[C:34]([S:36](Cl)(=[O:38])=[O:37])[N:33]=[CH:32]1. (6) Given the product [CH:1]1([C:4]2[C:5]([CH2:18][N:19]3[CH2:20][CH2:21][C:22]([CH2:32][F:33])([C:25]4[CH:30]=[CH:29][C:28]([F:31])=[CH:27][CH:26]=4)[CH2:23][CH2:24]3)=[CH:6][C:7]([F:17])=[C:8]([CH:16]=2)[C:9]([OH:11])=[O:10])[CH2:3][CH2:2]1, predict the reactants needed to synthesize it. The reactants are: [CH:1]1([C:4]2[C:5]([CH2:18][N:19]3[CH2:24][CH2:23][C:22]([CH2:32][F:33])([C:25]4[CH:30]=[CH:29][C:28]([F:31])=[CH:27][CH:26]=4)[CH2:21][CH2:20]3)=[CH:6][C:7]([F:17])=[C:8]([CH:16]=2)[C:9]([O:11]C(C)(C)C)=[O:10])[CH2:3][CH2:2]1.Cl. (7) Given the product [Cl:8][C:6]1[N:5]=[CH:4][N:3]=[C:2]([NH:29][C:28]2[CH:30]=[CH:31][CH:32]=[C:26]([CH2:25][S:22]([CH:20]([CH3:21])[CH3:19])(=[O:24])=[O:23])[CH:27]=2)[N:7]=1, predict the reactants needed to synthesize it. The reactants are: Cl[C:2]1[N:7]=[C:6]([Cl:8])[N:5]=[CH:4][N:3]=1.CCN(C(C)C)C(C)C.[Cl-].[CH3:19][CH:20]([S:22]([CH2:25][C:26]1[CH:27]=[C:28]([CH:30]=[CH:31][CH:32]=1)[NH3+:29])(=[O:24])=[O:23])[CH3:21]. (8) The reactants are: O.[NH2:2][NH2:3].[CH2:4]([O:6][C:7](=[O:21])[C:8](=O)[CH2:9][C:10](=O)[CH2:11][O:12][C:13]1[CH:18]=[CH:17][CH:16]=[CH:15][CH:14]=1)[CH3:5]. Given the product [CH2:4]([O:6][C:7]([C:8]1[NH:2][N:3]=[C:10]([CH2:11][O:12][C:13]2[CH:18]=[CH:17][CH:16]=[CH:15][CH:14]=2)[CH:9]=1)=[O:21])[CH3:5], predict the reactants needed to synthesize it. (9) Given the product [C:1]([N:5]1[C:9]([C:10]2[CH:11]=[CH:12][C:13]([F:16])=[CH:14][CH:15]=2)=[C:8]([C:17]2[S:18][CH:19]=[C:20]([CH2:22][C:23]([N:61]3[CH2:66][CH2:65][C:64](=[O:67])[CH2:63][CH2:62]3)=[O:24])[N:21]=2)[CH:7]=[N:6]1)([CH3:3])([CH3:2])[CH3:4], predict the reactants needed to synthesize it. The reactants are: [C:1]([N:5]1[C:9]([C:10]2[CH:15]=[CH:14][C:13]([F:16])=[CH:12][CH:11]=2)=[C:8]([C:17]2[S:18][CH:19]=[C:20]([CH2:22][C:23](O)=[O:24])[N:21]=2)[CH:7]=[N:6]1)([CH3:4])([CH3:3])[CH3:2].CN(C(ON1N=NC2C=CC=NC1=2)=[N+](C)C)C.F[P-](F)(F)(F)(F)F.CCN(C(C)C)C(C)C.O.Cl.[NH:61]1[CH2:66][CH2:65][C:64](=[O:67])[CH2:63][CH2:62]1. (10) Given the product [Cl:32][CH2:31][CH2:30][O:1][C:2]1[CH:11]=[C:10]2[C:5]([CH:6]=[CH:7][N:8]([C:13]3[CH:14]=[C:15]([CH:19]=[CH:20][C:21]=3[CH3:22])[C:16]([OH:18])=[O:17])[C:9]2=[O:12])=[CH:4][CH:3]=1, predict the reactants needed to synthesize it. The reactants are: [OH:1][C:2]1[CH:11]=[C:10]2[C:5]([CH:6]=[CH:7][N:8]([C:13]3[CH:14]=[C:15]([CH:19]=[CH:20][C:21]=3[CH3:22])[C:16]([OH:18])=[O:17])[C:9]2=[O:12])=[CH:4][CH:3]=1.C(=O)([O-])[O-].[K+].[K+].Br[CH2:30][CH2:31][Cl:32].[OH-].[Na+].Cl.